This data is from Forward reaction prediction with 1.9M reactions from USPTO patents (1976-2016). The task is: Predict the product of the given reaction. (1) Given the reactants [F:1][C:2]1[CH:3]=[C:4]([C:9](=O)[CH3:10])[CH:5]=[CH:6][C:7]=1[F:8].FC1C=CC(C2C=[CH:26][C:22]([C:23]([OH:25])=[O:24])=[CH:21][N:20]=2)=CC=1, predict the reaction product. The product is: [F:1][C:2]1[CH:3]=[C:4]([C:9]2[CH:10]=[CH:26][C:22]([C:23]([OH:25])=[O:24])=[CH:21][N:20]=2)[CH:5]=[CH:6][C:7]=1[F:8]. (2) Given the reactants CS(O[C@H:6]1[C@H:10]([O:11][C:12]2[CH:13]=[N:14][C:15]([Br:18])=[CH:16][CH:17]=2)[CH2:9][O:8][CH2:7]1)(=O)=O.[CH3:19][CH:20]([S:22]([NH2:25])(=[O:24])=[O:23])[CH3:21].C(=O)([O-])[O-].[Cs+].[Cs+].C(=O)(O)[O-].[Na+], predict the reaction product. The product is: [Br:18][C:15]1[N:14]=[CH:13][C:12]([O:11][C@H:10]2[CH2:9][O:8][CH2:7][C@H:6]2[NH:25][S:22]([CH:20]([CH3:21])[CH3:19])(=[O:24])=[O:23])=[CH:17][CH:16]=1. (3) The product is: [ClH:1].[F:2][C:3]([F:26])([F:27])[C:4]1[CH:5]=[C:6]([CH:19]=[C:20]([C:22]([F:24])([F:23])[F:25])[CH:21]=1)[CH2:7][O:8][CH2:9][CH:10]([C:13]1[CH:18]=[CH:17][CH:16]=[CH:15][CH:14]=1)[CH2:11][NH:12][C:52](=[O:53])[C:40]1[CH:41]=[CH:42][C:29]([CH2:28][N:30]2[CH2:33][CH2:34][CH2:32][CH2:31]2)=[CH:51][CH:50]=1. Given the reactants [ClH:1].[F:2][C:3]([F:27])([F:26])[C:4]1[CH:5]=[C:6]([CH:19]=[C:20]([C:22]([F:25])([F:24])[F:23])[CH:21]=1)[CH2:7][O:8][CH2:9][CH:10]([C:13]1[CH:18]=[CH:17][CH:16]=[CH:15][CH:14]=1)[CH2:11][NH2:12].[CH2:28]([N:30]([CH2:33][CH3:34])[CH2:31][CH3:32])[CH3:29].CCN=C=N[CH2:40][CH2:41][CH2:42]N(C)C.Cl.N1[CH2:51][CH2:50]CC1.[C:52](=O)([O-])[O-:53].[K+].[K+].[I-].[K+], predict the reaction product. (4) Given the reactants Cl.[C:2]1([C@@H:8]2[CH2:10][C@H:9]2[NH2:11])[CH:7]=[CH:6][CH:5]=[CH:4][CH:3]=1.[S:12]1[CH2:18][C:16](=[O:17])[NH:15][C:13]1=S.C(N(CC)C(C)C)(C)C, predict the reaction product. The product is: [C:2]1([C@@H:8]2[CH2:10][C@H:9]2[NH:11][C:13]2[S:12][CH2:18][C:16](=[O:17])[N:15]=2)[CH:7]=[CH:6][CH:5]=[CH:4][CH:3]=1. (5) The product is: [ClH:41].[CH2:1]([O:3][C:4]([C:6]1[N:7]=[C:8]([C:37]([F:39])([F:40])[F:38])[N:9]2[CH2:14][CH2:13][N:12]([C:15](=[O:36])[CH2:16][C@H:17]([NH2:28])[CH2:18][C:19]3[CH:24]=[C:23]([F:25])[C:22]([F:26])=[CH:21][C:20]=3[F:27])[CH2:11][C:10]=12)=[O:5])[CH3:2]. Given the reactants [CH2:1]([O:3][C:4]([C:6]1[N:7]=[C:8]([C:37]([F:40])([F:39])[F:38])[N:9]2[CH2:14][CH2:13][N:12]([C:15](=[O:36])[CH2:16][C@H:17]([NH:28]C(OC(C)(C)C)=O)[CH2:18][C:19]3[CH:24]=[C:23]([F:25])[C:22]([F:26])=[CH:21][C:20]=3[F:27])[CH2:11][C:10]=12)=[O:5])[CH3:2].[ClH:41], predict the reaction product. (6) The product is: [Br:16][C:10]1[C:9]2[C:4](=[CH:5][CH:6]=[CH:7][CH:8]=2)[N:3]([C:26]([O:28][CH2:29][CH2:32][CH2:36][CH3:38])=[O:27])[C:2]=1[CH3:1]. Given the reactants [CH3:1][C:2]1[NH:3][C:4]2[C:9]([CH:10]=1)=[CH:8][CH:7]=[CH:6][CH:5]=2.CN(C=O)C.[Br:16]Br.O([C:26]([O:28][C:29]([CH3:32])(C)C)=[O:27])[C:26]([O:28][C:29](C)(C)[CH3:32])=[O:27].CCO[C:36]([CH3:38])=O, predict the reaction product. (7) The product is: [Br:1][C:2]1[CH:8]=[C:7]2[C:5](=[CH:4][C:3]=1[Cl:9])[NH:6][C:14](=[O:15])[CH:13]=[C:12]2[C:11]([F:21])([F:20])[F:10]. Given the reactants [Br:1][C:2]1[CH:8]=[CH:7][C:5]([NH2:6])=[CH:4][C:3]=1[Cl:9].[F:10][C:11]([F:21])([F:20])[C:12](=O)[CH2:13][C:14](OCC)=[O:15], predict the reaction product. (8) Given the reactants Cl.[CH2:2]([O:4][C:5](=[NH:12])[CH2:6][C:7]([O:9][CH2:10][CH3:11])=[O:8])[CH3:3].[Br:13][C:14]1[CH:20]=[CH:19][C:17](N)=[CH:16][C:15]=1[O:21][CH3:22], predict the reaction product. The product is: [Br:13][C:14]1[CH:20]=[CH:19][C:17](/[N:12]=[C:5](/[O:4][CH2:2][CH3:3])\[CH2:6][C:7]([O:9][CH2:10][CH3:11])=[O:8])=[CH:16][C:15]=1[O:21][CH3:22].